Task: Regression. Given a peptide amino acid sequence and an MHC pseudo amino acid sequence, predict their binding affinity value. This is MHC class I binding data.. Dataset: Peptide-MHC class I binding affinity with 185,985 pairs from IEDB/IMGT (1) The peptide sequence is NHSNVELSL. The MHC is Mamu-A07 with pseudo-sequence Mamu-A07. The binding affinity (normalized) is 0.842. (2) The peptide sequence is ATVAYFNMVY. The MHC is HLA-A26:01 with pseudo-sequence HLA-A26:01. The binding affinity (normalized) is 0.364. (3) The peptide sequence is KMIYDLNAV. The MHC is HLA-A02:01 with pseudo-sequence HLA-A02:01. The binding affinity (normalized) is 0.924. (4) The peptide sequence is LICYQIEYI. The MHC is HLA-B27:03 with pseudo-sequence HLA-B27:03. The binding affinity (normalized) is 0.0847. (5) The peptide sequence is AYIDNYNKF. The MHC is HLA-B07:02 with pseudo-sequence HLA-B07:02. The binding affinity (normalized) is 0. (6) The peptide sequence is ALTLNTMTK. The MHC is HLA-B07:02 with pseudo-sequence HLA-B07:02. The binding affinity (normalized) is 0.0847. (7) The peptide sequence is FTNNKFTLS. The MHC is HLA-A02:03 with pseudo-sequence HLA-A02:03. The binding affinity (normalized) is 0.433. (8) The peptide sequence is RRRLRTLVL. The MHC is HLA-B48:01 with pseudo-sequence HLA-B48:01. The binding affinity (normalized) is 0.262. (9) The peptide sequence is VTCGNGIQVR. The MHC is HLA-A31:01 with pseudo-sequence HLA-A31:01. The binding affinity (normalized) is 0.750.